This data is from Experimentally validated miRNA-target interactions with 360,000+ pairs, plus equal number of negative samples. The task is: Binary Classification. Given a miRNA mature sequence and a target amino acid sequence, predict their likelihood of interaction. (1) The miRNA is hsa-miR-548aa with sequence AAAAACCACAAUUACUUUUGCACCA. The protein sequence of the target gene is MASGAQLPPQPSSSEVSAVQSPGGRPGAGLEETALGVPLPPSPGEAPLPRSNRSRCPGTRQPGAASLHAASAAVPVRPRRGTAPAGKTADAVPAAAPEQAPRPAPQSRKPRNLEGDLDERRLLCHLQLAQDREARLWRGGKPQDEICDAFEEVVLWLLRLQNTFYFSQSTFNLALTIFGRLLISVKVKEKYLHCATITSLRLAAKVNEEEEFIPQVKDFTKHYGSDYSPNELLRMELAILDRLHWDLYIGTPLDFLTIFHALVVLSWPHVLELLPQRNPSLHVASLTRQLQHCMAGHQLL.... Result: 1 (interaction). (2) The miRNA is hsa-miR-146b-5p with sequence UGAGAACUGAAUUCCAUAGGCUG. The protein sequence of the target gene is MGTTGLESLSLGDRGAAPTVTSSERLVPDPPNDLRKEDVAMELERVGEDEEQMMIKRSSECNPLLQEPIASAQFGATAGTECRKSVPCGWERVVKQRLFGKTAGRFDVYFISPQGLKFRSKSSLANYLHKNGETSLKPEDFDFTVLSKRGIKSRYKDCSMAALTSHLQNQSNNSNWNLRTRSKCKKDVFMPPSSSSELQESRGLSNFTSTHLLLKEDEGVDDVNFRKVRKPKGKVTILKGIPIKKTKKGCRKSCSGFVQSDSKRESVCNKADAESEPVAQKSQLDRTVCISDAGACGETL.... Result: 1 (interaction). (3) The miRNA is mmu-miR-5135 with sequence AGGUCUAGGUGGCAAGGGCGUCCU. The protein sequence of the target gene is MGNITTENSSLSCPIDHTIHQTLAPVVYVTVLVVGFPANCLSLYFGYLQIKARNELGVYLCNLTIADLFYICSLPFWLQYVLQHDDWSHGDLSCQVCGILLYENIYISVGFLCCISIDRYLAVAHPFRFHQFRTLKAAVGVSVLIWAKELLTSIYFLNHKEVIEDEDQHRVCFEHYPIQAWQRSINYYRFLVGFLFPICLLLASYQGILRAVRRSHGTQKSRKDQIQRLVLSTVVIFLACFLPYHVLLLVRSLWERNCEFAKSIFNVYHFSLLLTSFNCVADPVLYCFVSETTHRDLARL.... Result: 1 (interaction). (4) The miRNA is hsa-miR-23a-5p with sequence GGGGUUCCUGGGGAUGGGAUUU. The protein sequence of the target gene is MALTQGQVTFRDVAIEFSQEEWTCLDPAQRTLYRDVMLENYRNLASLGISCFDLSIISMLEQGKEPFTLESQVQIAGNPDGWEWIKAVITALSSEFVMKDLLHKGKSNTGEVFQTVMLERQESQDIEGCSFREVQKNTHGLEYQCRDAEGNYKGVLLTQEGNLTHGRDEHDKRDARNKLIKNQLGLSLQSHLPELQLFQYEGKIYECNQVEKSFNNNSSVSPPQQMPYNVKTHISKKYLKDFISSLLLTQGQKANNWGSPYKSNGCGMVFPQNSHLASHQRSHTKEKPYKCYECGKAFRT.... Result: 1 (interaction). (5) The miRNA is hsa-miR-149-3p with sequence AGGGAGGGACGGGGGCUGUGC. The protein sequence of the target gene is MEPNLQFWISERQAFFRRFCQWMDLLDPVNMFISIGSIEKSRQLLFTTEDAPKHYLDNQVIKDAWNKSLSTVHPDSSKLIPHLFRPAAFLPVTAPMVFLLMMPDTGIKSIILTQGCLYGYTTAFNITNGNASYSHGPVERTLLGAGVSVSSTFIGLIPHLFQMKYPPNNFWLKRTLPIVFLAQVSGMNVFASRSFENHRGIEVMDKEGHVVGHSRKAGRKAIKDTAKSRAVLFGTSALAPELFIHIFKRTRFYPQTLLSLVILRMSSTFFMMGLMVPVSFSMFPQIGQIQCSQLEEKIQS.... Result: 0 (no interaction). (6) The miRNA is hsa-miR-4720-3p with sequence UGCUUAAGUUGUACCAAGUAU. The protein sequence of the target gene is MNVGVAHSEVNPNTRVMNSRGMWLTYALGVGLLHIVLLSIPFFSVPVAWTLTNIIHNLGMYVFLHAVKGTPFETPDQGKARLLTHWEQLDYGVQFTSSRKFFTISPIILYFLASFYTKYDPTHFILNTASLLSVLIPKMPQLHGVRIFGINKY. Result: 1 (interaction). (7) The miRNA is mmu-miR-3079-5p with sequence UUUGAUCUGAUGAGCUAAGCUGG. The protein sequence of the target gene is MTLRLLEDWCRGMDMNPRKALLIAGISQSCSVAEIEEALQAGLAPLGEYRLLGRMFRRDENRKVALVGLTAETSHALVPKEIPGKGGIWRVIFKPPDPDNTFLSRLNEFLAGEGMTVGELSRALGHENGSLDPEQGMIPEMWAPMLAQALEALQPALQCLKYKKLRVFSGRESPEPGEEEFGRWMFHTTQMIKAWQVPDVEKRRRLLESLRGPALDVIRVLKINNPLITVDECLQALEEVFGVTDNPRELQVKYLTTYQKDEEKLSAYVLRLEPLLQKLVQRGAIERDAVNQARLDQVIA.... Result: 0 (no interaction). (8) The miRNA is hsa-miR-574-5p with sequence UGAGUGUGUGUGUGUGAGUGUGU. The protein sequence of the target gene is MLMAWCRGPVLLCLRQGLGTNSFLHGLGQEPFEGARSLCCRSSPRDLRDGEREHEAAQRKAPGAESCPSLPLSISDIGTGCLSSLENLRLPTLREESSPRELEDSSGDQGRCGPTHQGSEDPSMLSQAQSATEVEERHVSPSCSTSRERPFQAGELILAETGEGETKFKKLFRLNNFGLLNSNWGAVPFGKIVGKFPGQILRSSFGKQYMLRRPALEDYVVLMKRGTAITFPKDINMILSMMDINPGDTVLEAGSGSGGMSLFLSKAVGSQGRVISFEVRKDHHDLAKKNYKHWRDSWKL.... Result: 0 (no interaction). (9) The miRNA is cel-miR-228-5p with sequence AAUGGCACUGCAUGAAUUCACGG. The protein sequence of the target gene is MLCGRPRSSSDNRNFLRERAGLSSAAVQTRIGNSAASRRSPAARPPVPAPPALPRGRPGTEGSTSLSAPAVLVVAVAVVVVVVSAVAWAMANYIHVPPGSPEVPKLNVTVQDQEEHRCREGALSLLQHLRPHWDPQEVTLQLFTDGITNKLIGCYVGNTMEDVVLVRIYGNKTELLVDRDEEVKSFRVLQAHGCAPQLYCTFNNGLCYEFIQGEALDPKHVCNPAIFRLIARQLAKIHAIHAHNGWIPKSNLWLKMGKYFSLIPTGFADEDINKRFLSDIPSSQILQEEMTWMKEILSNL.... Result: 0 (no interaction). (10) The miRNA is hsa-miR-4659b-5p with sequence UUGCCAUGUCUAAGAAGAA. The protein sequence of the target gene is MRVENVDNVSFALNGRADEWCMSVETRLDSLVREKSEVKAYVGGCPSVITDAGAYDALFDMRRRWSNNGGFPLRMLEESSSEVTSSSALGLPPAMVMSPESLASPEYRALELWSYDDGITYNTAQSLLGACNMQQQQLQPQQPHPAPPTLPTMPLPMPPTTPKSENESMSSGREELSPASSINGCSADADARRQKKGPAPRQQEELCLVCGDRASGYHYNALTCEGCKGFFRRSVTKNAVYICKFGHACEMDMYMRRKCQECRLKKCLAVGMRPECVIQEPSKNKDRQRQKKDKGILLPV.... Result: 0 (no interaction).